Dataset: Catalyst prediction with 721,799 reactions and 888 catalyst types from USPTO. Task: Predict which catalyst facilitates the given reaction. (1) Reactant: [C:1]([C:4]1[CH:5]=[CH:6][C:7]2[N:11]([CH3:12])[C:10](=[O:13])[N:9]([CH2:14][C:15]3[CH:20]=[CH:19][C:18]([Cl:21])=[CH:17][C:16]=3[Cl:22])[C:8]=2[CH:23]=1)([OH:3])=O.[CH2:24]([S:28]([NH2:31])(=[O:30])=[O:29])[CH2:25][CH2:26][CH3:27].C1CCN2C(=NCCC2)CC1. Product: [CH2:24]([S:28]([NH:31][C:1]([C:4]1[CH:5]=[CH:6][C:7]2[N:11]([CH3:12])[C:10](=[O:13])[N:9]([CH2:14][C:15]3[CH:20]=[CH:19][C:18]([Cl:21])=[CH:17][C:16]=3[Cl:22])[C:8]=2[CH:23]=1)=[O:3])(=[O:30])=[O:29])[CH2:25][CH2:26][CH3:27]. The catalyst class is: 9. (2) Reactant: [N:1]([CH2:4][CH:5]([CH:7]([NH:29][C:30](=[O:36])[O:31][C:32]([CH3:35])([CH3:34])[CH3:33])[CH2:8][CH:9]([CH2:13][C:14]1[CH:15]=[C:16]2[C:20](=[CH:21][CH:22]=1)[N:19]([CH3:23])[CH:18]=[C:17]2[CH2:24][CH2:25][CH2:26][O:27][CH3:28])[CH:10]([CH3:12])[CH3:11])[OH:6])=[N+]=[N-]. Product: [NH2:1][CH2:4][CH:5]([CH:7]([NH:29][C:30](=[O:36])[O:31][C:32]([CH3:33])([CH3:35])[CH3:34])[CH2:8][CH:9]([CH2:13][C:14]1[CH:15]=[C:16]2[C:20](=[CH:21][CH:22]=1)[N:19]([CH3:23])[CH:18]=[C:17]2[CH2:24][CH2:25][CH2:26][O:27][CH3:28])[CH:10]([CH3:11])[CH3:12])[OH:6]. The catalyst class is: 19. (3) Reactant: [CH3:1][O:2][C:3](=[O:17])[C:4]1[CH:9]=[CH:8][CH:7]=[C:6]([C:10]2[N:11]=[C:12]([CH3:16])[S:13][C:14]=2[CH3:15])[CH:5]=1.[Br:18]N1C(=O)CCC1=O. Product: [CH3:1][O:2][C:3](=[O:17])[C:4]1[CH:9]=[CH:8][CH:7]=[C:6]([C:10]2[N:11]=[C:12]([CH3:16])[S:13][C:14]=2[CH2:15][Br:18])[CH:5]=1. The catalyst class is: 53. (4) Reactant: [CH3:1][C:2]1[CH:3]=[CH:4][C:5]([N+:19]([O-:21])=[O:20])=[C:6](/[CH:8]=[C:9](/[C:12]2[CH:13]=[N:14][C:15]([CH3:18])=[CH:16][CH:17]=2)\[C:10]#[N:11])[CH:7]=1.[BH4-].[Na+]. Product: [CH3:1][C:2]1[CH:3]=[CH:4][C:5]([N+:19]([O-:21])=[O:20])=[C:6]([CH2:8][CH:9]([C:12]2[CH:13]=[N:14][C:15]([CH3:18])=[CH:16][CH:17]=2)[C:10]#[N:11])[CH:7]=1. The catalyst class is: 87. (5) Reactant: [Cl:1][C:2]1[CH:3]=[C:4]([CH:17]=[C:18]([Cl:20])[CH:19]=1)[O:5][C:6]1[C:7](=[O:16])[NH:8][CH:9]=[CH:10][C:11]=1[C:12]([F:15])([F:14])[F:13].C(=O)([O-])[O-].[K+].[K+].Br[CH2:28][C:29]1[C:37]2[C:32](=[N:33][CH:34]=[CH:35][CH:36]=2)[N:31]([C:38]([O:40][C:41]([CH3:44])([CH3:43])[CH3:42])=[O:39])[N:30]=1. Product: [Cl:1][C:2]1[CH:3]=[C:4]([CH:17]=[C:18]([Cl:20])[CH:19]=1)[O:5][C:6]1[C:7](=[O:16])[N:8]([CH2:28][C:29]2[C:37]3[C:32](=[N:33][CH:34]=[CH:35][CH:36]=3)[N:31]([C:38]([O:40][C:41]([CH3:44])([CH3:43])[CH3:42])=[O:39])[N:30]=2)[CH:9]=[CH:10][C:11]=1[C:12]([F:15])([F:13])[F:14]. The catalyst class is: 42.